From a dataset of Forward reaction prediction with 1.9M reactions from USPTO patents (1976-2016). Predict the product of the given reaction. (1) Given the reactants [C:1]([O:5][C:6]([N:8]1[C:14](=[O:15])[C@@H:13]2[CH2:16][C@H:9]1[CH2:10][CH2:11][C@@H:12]2[NH:17][C:18]([O:20][CH2:21][C:22]1[CH:27]=[CH:26][CH:25]=[CH:24][CH:23]=1)=[O:19])=[O:7])([CH3:4])([CH3:3])[CH3:2].O.[BH4-].[Na+], predict the reaction product. The product is: [CH2:21]([O:20][C:18]([NH:17][C@H:12]1[CH2:11][CH2:10][C@@H:9]([NH:8][C:6](=[O:7])[O:5][C:1]([CH3:2])([CH3:3])[CH3:4])[CH2:16][C@H:13]1[CH2:14][OH:15])=[O:19])[C:22]1[CH:23]=[CH:24][CH:25]=[CH:26][CH:27]=1. (2) Given the reactants [CH2:1]([O:8][C:9]1[CH:17]=[CH:16][C:12]([C:13]([NH2:15])=[O:14])=[C:11]([NH:18][C:19](=O)[CH:20]([C:22]2[CH:27]=[CH:26][C:25]([F:28])=[CH:24][CH:23]=2)[OH:21])[CH:10]=1)[C:2]1[CH:7]=[CH:6][CH:5]=[CH:4][CH:3]=1.C(=O)([O-])[O-].[K+].[K+], predict the reaction product. The product is: [CH2:1]([O:8][C:9]1[CH:10]=[C:11]2[C:12]([C:13](=[O:14])[NH:15][C:19]([CH:20]([C:22]3[CH:27]=[CH:26][C:25]([F:28])=[CH:24][CH:23]=3)[OH:21])=[N:18]2)=[CH:16][CH:17]=1)[C:2]1[CH:7]=[CH:6][CH:5]=[CH:4][CH:3]=1.